Predict the product of the given reaction. From a dataset of Forward reaction prediction with 1.9M reactions from USPTO patents (1976-2016). (1) Given the reactants II.Br[CH2:4][CH2:5][CH:6]1[O:10][CH2:9][CH2:8][O:7]1.[F:11][C:12]1[CH:19]=[CH:18][C:15]([CH:16]=[O:17])=[CH:14][C:13]=1[CH3:20], predict the reaction product. The product is: [O:7]1[CH2:8][CH2:9][O:10][CH:6]1[CH2:5][CH2:4][CH:16]([C:15]1[CH:18]=[CH:19][C:12]([F:11])=[C:13]([CH3:20])[CH:14]=1)[OH:17]. (2) Given the reactants [Cl:1][C:2]1[C:3]([CH3:47])=[N:4][O:5][C:6]=1[N:7]([CH2:41][O:42][CH2:43][CH2:44][O:45][CH3:46])[S:8]([C:11]1[C:19]2[C:14](=[N:15][CH:16]=[CH:17][CH:18]=2)[S:13][C:12]=1[CH:20]([OH:40])[C:21]1[CH:26]=[C:25]2[O:27][CH2:28][O:29][C:24]2=[CH:23][C:22]=1[CH2:30][CH2:31][O:32][Si](C(C)(C)C)(C)C)(=[O:10])=[O:9], predict the reaction product. The product is: [Cl:1][C:2]1[C:3]([CH3:47])=[N:4][O:5][C:6]=1[N:7]([CH2:41][O:42][CH2:43][CH2:44][O:45][CH3:46])[S:8]([C:11]1[C:19]2[C:14](=[N:15][CH:16]=[CH:17][CH:18]=2)[S:13][C:12]=1[CH:20]([OH:40])[C:21]1[CH:26]=[C:25]2[O:27][CH2:28][O:29][C:24]2=[CH:23][C:22]=1[CH2:30][CH2:31][OH:32])(=[O:9])=[O:10]. (3) Given the reactants [Br:1][C:2]1[C:3]([S:9][CH3:10])=[N:4][C:5](Cl)=[N:6][CH:7]=1.[NH2:11][C:12]1[CH:13]=[C:14]([CH:17]=[CH:18][CH:19]=1)[C:15]#[N:16].Cl.O1CCOCC1, predict the reaction product. The product is: [Br:1][C:2]1[C:3]([S:9][CH3:10])=[N:4][C:5]([NH:11][C:12]2[CH:13]=[C:14]([CH:17]=[CH:18][CH:19]=2)[C:15]#[N:16])=[N:6][CH:7]=1. (4) The product is: [Br:17][CH2:16][C:3]1[CH:4]=[CH:5][C:6]([F:15])=[C:7]([O:8][C:9]2[CH:14]=[CH:13][CH:12]=[CH:11][CH:10]=2)[C:2]=1[F:1]. Given the reactants [F:1][C:2]1[C:7]([O:8][C:9]2[CH:14]=[CH:13][CH:12]=[CH:11][CH:10]=2)=[C:6]([F:15])[CH:5]=[CH:4][C:3]=1[CH3:16].[Br:17]N1C(=O)CCC1=O.O, predict the reaction product.